This data is from Peptide-MHC class I binding affinity with 185,985 pairs from IEDB/IMGT. The task is: Regression. Given a peptide amino acid sequence and an MHC pseudo amino acid sequence, predict their binding affinity value. This is MHC class I binding data. (1) The peptide sequence is FQWPALHEE. The MHC is HLA-B46:01 with pseudo-sequence HLA-B46:01. The binding affinity (normalized) is 0.0847. (2) The peptide sequence is RLDARLQVL. The MHC is HLA-B51:01 with pseudo-sequence HLA-B51:01. The binding affinity (normalized) is 0.0847.